Dataset: hERG potassium channel inhibition data for cardiac toxicity prediction from Karim et al.. Task: Regression/Classification. Given a drug SMILES string, predict its toxicity properties. Task type varies by dataset: regression for continuous values (e.g., LD50, hERG inhibition percentage) or binary classification for toxic/non-toxic outcomes (e.g., AMES mutagenicity, cardiotoxicity, hepatotoxicity). Dataset: herg_karim. (1) The drug is CC1CCCN1CCc1ccc2nc(-c3cn[nH]c3)ccc2c1. The result is 0 (non-blocker). (2) The molecule is Cn1c(SCCCN2CC3CCN(c4ccc(F)cc4)C3C2)nnc1-c1ccn(C)c(=O)c1. The result is 1 (blocker). (3) The compound is COc1ccc2c(c1)N(CCN1CCC(NCc3ccc4c(n3)NC(=O)CO4)CC1)C(=O)CC2. The result is 0 (non-blocker). (4) The result is 1 (blocker). The compound is CC(C)[C@]1(C(=O)NCc2cc(C(F)(F)F)cc(C(F)(F)F)c2)CC[C@@H](N2CCC(c3ccncn3)CC2)C1. (5) The drug is c1ccc(-n2ncc3c2CCC3CCN2CCc3ccccc3C2)cc1. The result is 1 (blocker). (6) The compound is OC(c1cccnc1-c1ccccc1Cl)C(c1cccnc1)c1cccnc1. The result is 0 (non-blocker).